From a dataset of CYP1A2 inhibition data for predicting drug metabolism from PubChem BioAssay. Regression/Classification. Given a drug SMILES string, predict its absorption, distribution, metabolism, or excretion properties. Task type varies by dataset: regression for continuous measurements (e.g., permeability, clearance, half-life) or binary classification for categorical outcomes (e.g., BBB penetration, CYP inhibition). Dataset: cyp1a2_veith. (1) The drug is Cc1ccc(S(=O)CCCS(=O)c2ccc(C)cc2)cc1. The result is 0 (non-inhibitor). (2) The molecule is Cc1ccc(S(=O)(=O)N=Nc2c(O)[nH]c3cc(O)c(C(=O)O)cc23)cc1. The result is 0 (non-inhibitor). (3) The compound is Cc1ccc(S(=O)(=O)/N=C(\c2ccc(Cl)cc2)N2CCOCC2)cc1. The result is 0 (non-inhibitor). (4) The result is 0 (non-inhibitor). The drug is COc1cccc2c1C(=O)c1c(O)c3c(c(O)c1C2=O)C[C@@](O)(C(=O)CO)C[C@H]3O[C@H]1C[C@@H](N)[C@H](O)[C@@H](C)O1.[W].